From a dataset of Reaction yield outcomes from USPTO patents with 853,638 reactions. Predict the reaction yield, written as a fraction of the theoretical maximum amount of product (1.0 means a 100% yield; for example, 0.34 means a 34% yield). (1) The reactants are Br[C:2]1[CH:3]=[C:4]([N:8]2[C:16]3[CH:15]=[CH:14][N:13]=[C:12]([NH:17][CH2:18][CH3:19])[C:11]=3[C:10]([C:20]([O:22][CH3:23])=[O:21])=[N:9]2)[CH:5]=[CH:6][CH:7]=1.[C:24]([C@:26]1([OH:33])[CH2:30][CH2:29][N:28]([CH3:31])[C:27]1=[O:32])#[CH:25]. No catalyst specified. The product is [CH2:18]([NH:17][C:12]1[C:11]2[C:10]([C:20]([O:22][CH3:23])=[O:21])=[N:9][N:8]([C:4]3[CH:5]=[CH:6][CH:7]=[C:2]([C:25]#[C:24][C@:26]4([OH:33])[CH2:30][CH2:29][N:28]([CH3:31])[C:27]4=[O:32])[CH:3]=3)[C:16]=2[CH:15]=[CH:14][N:13]=1)[CH3:19]. The yield is 0.540. (2) The reactants are [CH2:1]([C:3]1[O:4][C:5]([C:10]2[CH:15]=[CH:14][C:13]([C:16]([F:19])([F:18])[F:17])=[CH:12][CH:11]=2)=[CH:6][C:7]=1[CH:8]=[O:9])[CH3:2].[CH2:20]([Mg]Br)[CH:21]([CH3:23])[CH3:22].O1CCCC1. No catalyst specified. The product is [CH2:1]([C:3]1[O:4][C:5]([C:10]2[CH:15]=[CH:14][C:13]([C:16]([F:19])([F:17])[F:18])=[CH:12][CH:11]=2)=[CH:6][C:7]=1[CH:8]([OH:9])[CH2:20][CH:21]([CH3:23])[CH3:22])[CH3:2]. The yield is 0.830. (3) The reactants are [Cl:1][C:2]1[N:7]=[C:6]([N:8]([CH3:16])[CH2:9][C:10]2[CH:15]=[CH:14][N:13]=[CH:12][CH:11]=2)[C:5]([F:17])=[C:4](Cl)[N:3]=1.O.[NH2:20][NH2:21]. The catalyst is CS(C)=O. The product is [Cl:1][C:2]1[N:7]=[C:6]([N:8]([CH3:16])[CH2:9][C:10]2[CH:15]=[CH:14][N:13]=[CH:12][CH:11]=2)[C:5]([F:17])=[C:4]([NH:20][NH2:21])[N:3]=1. The yield is 0.230.